This data is from Reaction yield outcomes from USPTO patents with 853,638 reactions. The task is: Predict the reaction yield, written as a fraction of the theoretical maximum amount of product (1.0 means a 100% yield; for example, 0.34 means a 34% yield). (1) The reactants are [CH3:1][S:2]([C:5]1[CH:6]=[N:7][CH:8]=[C:9]([CH:14]=1)[C:10](OC)=[O:11])(=[O:4])=[O:3].[NH2:15][NH2:16]. The catalyst is CO. The product is [CH3:1][S:2]([C:5]1[CH:6]=[N:7][CH:8]=[C:9]([CH:14]=1)[C:10]([NH:15][NH2:16])=[O:11])(=[O:4])=[O:3]. The yield is 0.800. (2) The reactants are [Cl:1][C:2]1[CH:7]=[CH:6][C:5]([O:8][C:9]2[CH:14]=[CH:13][C:12]([C:15](=[O:17])[CH3:16])=[CH:11][CH:10]=2)=[CH:4][C:3]=1[C:18]([F:21])([F:20])[F:19].[BH4-].[Na+]. The catalyst is C(O)C. The product is [Cl:1][C:2]1[CH:7]=[CH:6][C:5]([O:8][C:9]2[CH:10]=[CH:11][C:12]([CH:15]([OH:17])[CH3:16])=[CH:13][CH:14]=2)=[CH:4][C:3]=1[C:18]([F:19])([F:20])[F:21]. The yield is 0.732. (3) The reactants are [CH3:1][NH:2][C:3]([NH2:5])=[O:4].[C:6](Cl)(=[O:10])[C:7](Cl)=[O:8]. The catalyst is O1CCCC1.O. The product is [CH3:1][N:2]1[C:7](=[O:8])[C:6](=[O:10])[NH:5][C:3]1=[O:4]. The yield is 0.940. (4) The yield is 0.350. No catalyst specified. The reactants are C([O:3][C:4]([C:6]1[C:7]([C:12]2[CH:17]=[CH:16][CH:15]=[C:14]([F:18])[C:13]=2[F:19])=[N:8][O:9][C:10]=1[CH3:11])=O)C.C(OC(C1C(C2C=CC=CC=2F)=NOC=1C)=O)C. The product is [F:19][C:13]1[C:14]([F:18])=[CH:15][CH:16]=[CH:17][C:12]=1[C:7]1[C:6]([CH2:4][OH:3])=[C:10]([CH3:11])[O:9][N:8]=1. (5) The reactants are CN(C)C([S:5][C:6]1[CH:11]=[CH:10][C:9]([C:12]([CH3:16])([CH3:15])[CH2:13][CH3:14])=[CH:8][CH:7]=1)=O.C([O-])([O-])=O.[K+].[K+]. The catalyst is CO. The product is [CH3:16][C:12]([C:9]1[CH:8]=[CH:7][C:6]([SH:5])=[CH:11][CH:10]=1)([CH3:15])[CH2:13][CH3:14]. The yield is 0.260. (6) The catalyst is O. The product is [Br:29][C:13]1[CH:18]=[CH:17][N:16]2[N:19]=[CH:20][C:21]([C:22]([O:24][CH2:25][CH3:26])=[O:23])=[C:15]2[CH:14]=1. The reactants are N([O-])=O.[Na+].FC(F)(F)C([O-])=O.N[C:13]1[CH:18]=[CH:17][N:16]2[N:19]=[CH:20][C:21]([C:22]([O:24][CH2:25][CH3:26])=[O:23])=[C:15]2[CH:14]=1.[OH-].[Na+].[BrH:29]. The yield is 0.660. (7) The reactants are C(N(C(C)C)CC)(C)C.[Cl:10][C:11]1[CH:12]=[CH:13][C:14]2[N:19]=[C:18]([C:20]3[C:29]4[C:24](=[CH:25][CH:26]=[CH:27][CH:28]=4)[CH:23]=[CH:22][CH:21]=3)[O:17][C:16](=[O:30])[C:15]=2[CH:31]=1.[OH:32][CH:33]1[CH2:38][CH2:37][CH2:36][NH:35][CH2:34]1. No catalyst specified. The product is [Cl:10][C:11]1[CH:12]=[CH:13][C:14]([NH:19][C:18]([C:20]2[C:29]3[C:24](=[CH:25][CH:26]=[CH:27][CH:28]=3)[CH:23]=[CH:22][CH:21]=2)=[O:17])=[C:15]([C:16]([N:35]2[CH2:36][CH2:37][CH2:38][CH:33]([OH:32])[CH2:34]2)=[O:30])[CH:31]=1. The yield is 0.790. (8) The reactants are [Cl:1][C:2]1[N:10]=[CH:9][C:8]([C:11]([F:14])([F:13])[F:12])=[CH:7][C:3]=1[C:4]([OH:6])=O.C(Cl)(=O)C(Cl)=O.[F:21][C:22]1[CH:28]=[CH:27][C:25]([NH2:26])=[CH:24][CH:23]=1. The catalyst is C(Cl)Cl.CN(C=O)C. The product is [Cl:1][C:2]1[N:10]=[CH:9][C:8]([C:11]([F:14])([F:13])[F:12])=[CH:7][C:3]=1[C:4]([NH:26][C:25]1[CH:27]=[CH:28][C:22]([F:21])=[CH:23][CH:24]=1)=[O:6]. The yield is 0.790. (9) The reactants are [CH:1]([C:3]1[CH:8]=[CH:7][CH:6]=[CH:5][C:4]=1[S:9](Cl)(=[O:11])=[O:10])=[O:2].[CH3:13][NH:14][C:15]1[CH:20]=[CH:19][CH:18]=[CH:17][CH:16]=1.S(=O)(O)[O-].[Na+].C(=O)([O-])[O-].[Na+].[Na+]. The catalyst is ClCCl.C1COCC1. The product is [CH:1]([C:3]1[CH:8]=[CH:7][CH:6]=[CH:5][C:4]=1[S:9]([N:14]([CH3:13])[C:15]1[CH:20]=[CH:19][CH:18]=[CH:17][CH:16]=1)(=[O:11])=[O:10])=[O:2]. The yield is 0.250.